From a dataset of Full USPTO retrosynthesis dataset with 1.9M reactions from patents (1976-2016). Predict the reactants needed to synthesize the given product. (1) Given the product [CH2:17]([NH:1][C:2]1[NH:3][C:4]2[CH:10]=[CH:9][CH:8]=[CH:7][C:5]=2[N:6]=1)[C:16]1[CH:19]=[CH:20][CH:21]=[CH:14][CH:15]=1, predict the reactants needed to synthesize it. The reactants are: [NH2:1][C:2]1[NH:3][C:4]2[CH:10]=[CH:9][CH:8]=[CH:7][C:5]=2[N:6]=1.[N+]([C:14]1[CH:15]=[C:16]([CH:19]=[CH:20][CH:21]=1)[CH:17]=O)([O-])=O.C(N(C(C)C)CC)(C)C.[BH4-].[Na+]. (2) Given the product [F:1][C:2]1[CH:27]=[CH:26][CH:25]=[C:24]([F:28])[C:3]=1[C:4]([N:6]([CH3:31])[C:7]([N:8]([C:10]1[CH:15]=[C:14]([F:16])[C:13]([S:17][C:18]([F:20])([F:21])[F:19])=[CH:12][C:11]=1[F:22])[CH3:9])=[O:23])=[O:5], predict the reactants needed to synthesize it. The reactants are: [F:1][C:2]1[CH:27]=[CH:26][CH:25]=[C:24]([F:28])[C:3]=1[C:4]([NH:6][C:7](=[O:23])[N:8]([C:10]1[CH:15]=[C:14]([F:16])[C:13]([S:17][C:18]([F:21])([F:20])[F:19])=[CH:12][C:11]=1[F:22])[CH3:9])=[O:5].[H-].[Na+].[CH3:31]I.[Cl-].[NH4+]. (3) Given the product [CH3:23][O:24][C:25](=[O:36])[CH2:26][CH2:27][C:28]1[CH:33]=[CH:32][C:31]([O:11][CH:9]([C:8]2[O:7][C:6]([C:12]3[CH:17]=[CH:16][C:15]([O:18][C:19]([F:21])([F:22])[F:20])=[CH:14][CH:13]=3)=[N:5][C:4]=2[CH:1]([CH3:2])[CH3:3])[CH3:10])=[CH:30][C:29]=1[CH3:35], predict the reactants needed to synthesize it. The reactants are: [CH:1]([C:4]1[N:5]=[C:6]([C:12]2[CH:17]=[CH:16][C:15]([O:18][C:19]([F:22])([F:21])[F:20])=[CH:14][CH:13]=2)[O:7][C:8]=1[CH:9]([OH:11])[CH3:10])([CH3:3])[CH3:2].[CH3:23][O:24][C:25](=[O:36])[CH2:26][CH2:27][C:28]1[CH:33]=[CH:32][C:31](O)=[CH:30][C:29]=1[CH3:35].C(P(CCCC)CCCC)CCC.N(C(N1CCCCC1)=O)=NC(N1CCCCC1)=O. (4) Given the product [NH2:28][C:9]1[C:8]([C:4]2[CH:3]=[C:2]([NH:1][C:38](=[O:39])/[CH:37]=[CH:36]/[CH2:35][N:32]3[CH2:31][CH2:30][O:29][CH2:34][CH2:33]3)[CH:7]=[CH:6][CH:5]=2)=[C:13]([O:14][C:15]2[CH:20]=[CH:19][C:18]([O:21][C:22]3[CH:27]=[CH:26][CH:25]=[CH:24][CH:23]=3)=[CH:17][CH:16]=2)[N:12]=[CH:11][N:10]=1, predict the reactants needed to synthesize it. The reactants are: [NH2:1][C:2]1[CH:3]=[C:4]([C:8]2[C:9]([NH2:28])=[N:10][CH:11]=[N:12][C:13]=2[O:14][C:15]2[CH:20]=[CH:19][C:18]([O:21][C:22]3[CH:27]=[CH:26][CH:25]=[CH:24][CH:23]=3)=[CH:17][CH:16]=2)[CH:5]=[CH:6][CH:7]=1.[O:29]1[CH2:34][CH2:33][N:32]([CH2:35]/[CH:36]=[CH:37]/[C:38](O)=[O:39])[CH2:31][CH2:30]1. (5) Given the product [F:41][C:2]([F:1])([F:40])[C:3]1[CH:4]=[C:5]([CH:13]([C:35]2[N:36]=[N:37][N:38]([CH2:64][C:65]([NH2:67])=[O:66])[N:39]=2)[N:14]2[C:23]3[C:18](=[CH:19][CH:20]=[C:21]([C:24]([F:25])([F:26])[F:27])[CH:22]=3)[N:17]([C:28]([O:30][CH2:31][CH3:32])=[O:29])[CH:16]([CH2:33][CH3:34])[CH2:15]2)[CH:6]=[C:7]([C:9]([F:12])([F:11])[F:10])[CH:8]=1, predict the reactants needed to synthesize it. The reactants are: [F:1][C:2]([F:41])([F:40])[C:3]1[CH:4]=[C:5]([CH:13]([C:35]2[N:36]=[N:37][NH:38][N:39]=2)[N:14]2[C:23]3[C:18](=[CH:19][CH:20]=[C:21]([C:24]([F:27])([F:26])[F:25])[CH:22]=3)[N:17]([C:28]([O:30][CH2:31][CH3:32])=[O:29])[CH:16]([CH2:33][CH3:34])[CH2:15]2)[CH:6]=[C:7]([C:9]([F:12])([F:11])[F:10])[CH:8]=1.C(C1CNC2C(=CC=CC=2)N1)C.CCN(C(C)C)C(C)C.Br[CH2:64][C:65]([NH2:67])=[O:66]. (6) Given the product [Cl:8][C:4]1[CH:5]=[CH:6][CH:7]=[C:2]([Cl:1])[C:3]=1[CH2:9][S:10]([C:13]1[CH:14]=[C:15]2[C:19](=[CH:20][CH:21]=1)[NH:18][C:17](=[O:22])/[C:16]/2=[CH:23]\[C:24]1[NH:28][C:27]([CH3:29])=[C:26]([CH2:30][C:31](=[O:32])[N:64]2[CH2:65][CH2:66][CH2:67][C@@H:62]([CH2:61][N:56]3[CH2:57][CH2:58][CH2:59][CH2:60]3)[CH2:63]2)[C:25]=1[CH3:34])(=[O:12])=[O:11], predict the reactants needed to synthesize it. The reactants are: [Cl:1][C:2]1[CH:7]=[CH:6][CH:5]=[C:4]([Cl:8])[C:3]=1[CH2:9][S:10]([C:13]1[CH:14]=[C:15]2[C:19](=[CH:20][CH:21]=1)[NH:18][C:17](=[O:22])/[C:16]/2=[CH:23]\[C:24]1[NH:28][C:27]([CH3:29])=[C:26]([CH2:30][C:31](O)=[O:32])[C:25]=1[CH3:34])(=[O:12])=[O:11].C1C=CC2N(O)N=NC=2C=1.CCN=C=NCCCN(C)C.[N:56]1([CH2:61][C@@H:62]2[CH2:67][CH2:66][CH2:65][NH:64][CH2:63]2)[CH2:60][CH2:59][CH2:58][CH2:57]1. (7) The reactants are: Br[C:2]1[CH:3]=[CH:4][CH:5]=[C:6]2[C:11]=1[N:10]=[C:9]([C:12]([F:21])([F:20])[C:13]1[CH:18]=[CH:17][C:16]([F:19])=[CH:15][N:14]=1)[N:8]=[C:7]2SC.[CH3:24][S:25]([O-:27])=[O:26].[Na+].CN(C)CCN.CS(C)=[O:37]. Given the product [F:20][C:12]([F:21])([C:13]1[CH:18]=[CH:17][C:16]([F:19])=[CH:15][N:14]=1)[C:9]1[N:8]=[C:7]([OH:37])[C:6]2[C:11](=[C:2]([S:25]([CH3:24])(=[O:27])=[O:26])[CH:3]=[CH:4][CH:5]=2)[N:10]=1, predict the reactants needed to synthesize it. (8) Given the product [NH2:8][CH2:9][CH:10]=[CH:11][C:12]1[CH:13]=[CH:14][C:15]2[O:19][C:18](=[O:20])[NH:17][C:16]=2[CH:21]=1, predict the reactants needed to synthesize it. The reactants are: C(OC([NH:8][CH2:9][CH:10]=[CH:11][C:12]1[CH:13]=[CH:14][C:15]2[O:19][C:18](=[O:20])[NH:17][C:16]=2[CH:21]=1)=O)(C)(C)C. (9) Given the product [CH:31]1([N:25]2[CH2:26][CH2:27][NH:28][CH2:29][CH2:30]2)[CH2:32][CH2:33]1, predict the reactants needed to synthesize it. The reactants are: N1CCC(CN2CCOCC2)CC1.CNCCN1CCN(C)CC1.[N:25]1([CH2:31][CH2:32][CH2:33]C#N)[CH2:30][CH2:29][NH:28][CH2:27][CH2:26]1.N1(CCN2CCNCC2)CCCC1.Cl.Cl.CN1C2CCC1CNC2. (10) Given the product [C:28]([C:30]1[CH:31]=[C:32]([S:37]([N:6]([CH2:5][C:4]2[CH:12]=[CH:13][C:14]([O:16][CH3:17])=[CH:15][C:3]=2[O:2][CH3:1])[C:7]2[S:8][CH:9]=[CH:10][N:11]=2)(=[O:39])=[O:38])[CH:33]=[CH:34][C:35]=1[F:36])#[N:29], predict the reactants needed to synthesize it. The reactants are: [CH3:1][O:2][C:3]1[CH:15]=[C:14]([O:16][CH3:17])[CH:13]=[CH:12][C:4]=1[CH2:5][NH:6][C:7]1[S:8][CH:9]=[CH:10][N:11]=1.C[Si](C)(C)[N-][Si](C)(C)C.[Li+].[C:28]([C:30]1[CH:31]=[C:32]([S:37](Cl)(=[O:39])=[O:38])[CH:33]=[CH:34][C:35]=1[F:36])#[N:29].[Cl-].[NH4+].